Dataset: Full USPTO retrosynthesis dataset with 1.9M reactions from patents (1976-2016). Task: Predict the reactants needed to synthesize the given product. Given the product [NH2:16][C:17]1[C:18]([C:22]2[S:23][CH:24]=[CH:25][CH:26]=2)=[CH:19][N:20]([C:9]([O:11][C:12]([CH3:13])([CH3:14])[CH3:15])=[O:10])[N:21]=1, predict the reactants needed to synthesize it. The reactants are: [C:9](O[C:9]([O:11][C:12]([CH3:15])([CH3:14])[CH3:13])=[O:10])([O:11][C:12]([CH3:15])([CH3:14])[CH3:13])=[O:10].[NH2:16][C:17]1[NH:21][N:20]=[CH:19][C:18]=1[C:22]1[S:23][CH:24]=[CH:25][CH:26]=1.C(Cl)Cl.